This data is from Forward reaction prediction with 1.9M reactions from USPTO patents (1976-2016). The task is: Predict the product of the given reaction. (1) Given the reactants [OH-].[Na+].C([O:5][C:6]([C:8]1[CH:12]=[C:11]([C:13]2[CH:18]=[C:17]([O:19][CH3:20])[CH:16]=[CH:15][N:14]=2)[N:10]([C:21]2[CH:22]=[N:23][C:24]([O:27][CH3:28])=[CH:25][CH:26]=2)[N:9]=1)=[O:7])C.Cl, predict the reaction product. The product is: [CH3:28][O:27][C:24]1[N:23]=[CH:22][C:21]([N:10]2[C:11]([C:13]3[CH:18]=[C:17]([O:19][CH3:20])[CH:16]=[CH:15][N:14]=3)=[CH:12][C:8]([C:6]([OH:7])=[O:5])=[N:9]2)=[CH:26][CH:25]=1. (2) Given the reactants Cl.Cl.[N:3]1[CH:8]=[CH:7][CH:6]=[N:5][C:4]=1[C:9]1[CH:10]=[C:11]2[C:15](=[CH:16][CH:17]=1)[C@H:14]([N:18]1[CH2:21][C:20]3([CH2:26][CH2:25][NH:24][CH2:23][CH2:22]3)[CH2:19]1)[CH2:13][CH2:12]2.[CH3:27][O:28][C:29]1[CH:34]=[CH:33][C:32]([CH2:35][C:36](O)=[O:37])=[CH:31][CH:30]=1.CN(C(ON1N=NC2C=CC=CC1=2)=[N+](C)C)C.F[P-](F)(F)(F)(F)F.C(N(CC)CC)C, predict the reaction product. The product is: [CH3:27][O:28][C:29]1[CH:34]=[CH:33][C:32]([CH2:35][C:36]([N:24]2[CH2:23][CH2:22][C:20]3([CH2:19][N:18]([C@H:14]4[C:15]5[C:11](=[CH:10][C:9]([C:4]6[N:5]=[CH:6][CH:7]=[CH:8][N:3]=6)=[CH:17][CH:16]=5)[CH2:12][CH2:13]4)[CH2:21]3)[CH2:26][CH2:25]2)=[O:37])=[CH:31][CH:30]=1.